This data is from Catalyst prediction with 721,799 reactions and 888 catalyst types from USPTO. The task is: Predict which catalyst facilitates the given reaction. (1) Reactant: [OH:1][C:2]1[CH:3]=[C:4]2[C:9](=[CH:10][CH:11]=1)[C:8](=[O:12])[CH2:7][CH2:6][CH2:5]2.[N-:13]=[N+]=[N-].[Na+].C(=O)([O-])[O-].[K+].[K+]. Product: [OH:1][C:2]1[CH:11]=[CH:10][C:9]2[C:8](=[O:12])[NH:13][CH2:7][CH2:6][CH2:5][C:4]=2[CH:3]=1. The catalyst class is: 501. (2) Reactant: [Li+].[Cl-].[C:3]([O:7][C:8](=[O:23])[NH:9][CH2:10][C:11]1[CH:16]=[C:15]([C:17]([F:20])([F:19])[F:18])[C:14]([NH2:21])=[C:13](I)[CH:12]=1)([CH3:6])([CH3:5])[CH3:4].[CH2:24](C([Sn])=C(CCCC)CCCC)[CH2:25]CC. Product: [C:3]([O:7][C:8](=[O:23])[NH:9][CH2:10][C:11]1[CH:12]=[C:13]([CH:24]=[CH2:25])[C:14]([NH2:21])=[C:15]([C:17]([F:20])([F:19])[F:18])[CH:16]=1)([CH3:6])([CH3:5])[CH3:4]. The catalyst class is: 455. (3) Reactant: [N:1]12[CH2:8][CH2:7][CH:4]([CH2:5][CH2:6]1)[C@@H:3]([O:9][C:10](=[O:26])[C@H:11]([NH:18]C(OC(C)(C)C)=O)[C:12]1[CH:17]=[CH:16][CH:15]=[CH:14][CH:13]=1)[CH2:2]2.[ClH:27].CCOCC. Product: [ClH:27].[ClH:27].[NH2:18][C@H:11]([C:12]1[CH:17]=[CH:16][CH:15]=[CH:14][CH:13]=1)[C:10]([O:9][C@@H:3]1[CH:4]2[CH2:5][CH2:6][N:1]([CH2:8][CH2:7]2)[CH2:2]1)=[O:26]. The catalyst class is: 12. (4) Reactant: Cl.O.[NH:3]1[CH2:8][CH2:7][C:6](=[O:9])[CH2:5][CH2:4]1.[CH3:10][O:11][CH2:12][CH2:13]Br.C([O-])([O-])=O.[K+].[K+]. Product: [CH3:10][O:11][CH2:12][CH2:13][N:3]1[CH2:8][CH2:7][C:6](=[O:9])[CH2:5][CH2:4]1. The catalyst class is: 10. (5) Reactant: [NH:1]1[CH2:5][CH2:4][C@H:3]([NH:6][C:7](=[O:13])[O:8][C:9]([CH3:12])([CH3:11])[CH3:10])[CH2:2]1.C(NC(C)C)(C)C.Cl[C:22]1[C:23]2[N:24]([N:28]=[CH:29][CH:30]=2)[CH:25]=[CH:26][N:27]=1. Product: [C:9]([O:8][C:7](=[O:13])[NH:6][C@H:3]1[CH2:4][CH2:5][N:1]([C:22]2[C:23]3[N:24]([N:28]=[CH:29][CH:30]=3)[CH:25]=[CH:26][N:27]=2)[CH2:2]1)([CH3:10])([CH3:12])[CH3:11]. The catalyst class is: 37. (6) Reactant: [C:1]1([P:7]([C:15]2[CH:20]=[CH:19][CH:18]=[CH:17][CH:16]=2)[C:8]2[N:13]=[C:12]([NH2:14])[CH:11]=[CH:10][CH:9]=2)[CH:6]=[CH:5][CH:4]=[CH:3][CH:2]=1.C(N(CC)CC)C.[C:28](OC(=O)C)(=[O:30])[CH3:29]. Product: [C:15]1([P:7]([C:1]2[CH:2]=[CH:3][CH:4]=[CH:5][CH:6]=2)[C:8]2[N:13]=[C:12]([NH:14][C:28](=[O:30])[CH3:29])[CH:11]=[CH:10][CH:9]=2)[CH:16]=[CH:17][CH:18]=[CH:19][CH:20]=1. The catalyst class is: 154. (7) Reactant: Cl.[CH3:2][O:3][C:4]1[CH:9]=[CH:8][C:7]([N:10]2[C:14]([C:15]3[CH:22]=[CH:21][C:18]([CH2:19][NH2:20])=[CH:17][CH:16]=3)=[CH:13][C:12]([C:23]([F:26])([F:25])[F:24])=[N:11]2)=[CH:6][CH:5]=1.C(N(CC)CC)C.[C:34](Cl)(=[O:36])[CH3:35]. Product: [CH3:2][O:3][C:4]1[CH:5]=[CH:6][C:7]([N:10]2[C:14]([C:15]3[CH:22]=[CH:21][C:18]([CH2:19][NH:20][C:34](=[O:36])[CH3:35])=[CH:17][CH:16]=3)=[CH:13][C:12]([C:23]([F:26])([F:24])[F:25])=[N:11]2)=[CH:8][CH:9]=1. The catalyst class is: 4.